This data is from Forward reaction prediction with 1.9M reactions from USPTO patents (1976-2016). The task is: Predict the product of the given reaction. (1) The product is: [CH3:29][C:24]1[CH:23]=[C:22]([CH2:21][CH2:20][C:17]2[CH:18]=[CH:19][C:14]([NH:13][C:5]3[CH:6]=[CH:7][C:8]([N+:10]([O-:12])=[O:11])=[CH:9][C:4]=3[C:3]([OH:30])=[O:2])=[CH:15][CH:16]=2)[CH:27]=[CH:26][C:25]=1[CH3:28]. Given the reactants C[O:2][C:3](=[O:30])[C:4]1[CH:9]=[C:8]([N+:10]([O-:12])=[O:11])[CH:7]=[CH:6][C:5]=1[NH:13][C:14]1[CH:19]=[CH:18][C:17]([CH2:20][CH2:21][C:22]2[CH:27]=[CH:26][C:25]([CH3:28])=[C:24]([CH3:29])[CH:23]=2)=[CH:16][CH:15]=1.[OH-].[Na+], predict the reaction product. (2) Given the reactants [C:1]([O:5][C:6]([NH:8][C@@H:9]([CH2:13][C:14]1[CH:23]=[CH:22][C:17]2[O:18][C:19](=[O:21])[O:20][C:16]=2[CH:15]=1)[C:10]([OH:12])=[O:11])=[O:7])([CH3:4])([CH3:3])[CH3:2].[CH3:24][CH:25]([CH3:34])[C:26]([O:28][C@H:29]([CH3:33])[C@H:30](O)[CH3:31])=[O:27].C1(N=C=NC2CCCCC2)CCCCC1, predict the reaction product. The product is: [C:1]([O:5][C:6]([NH:8][C@@H:9]([CH2:13][C:14]1[CH:23]=[CH:22][C:17]2[O:18][C:19](=[O:21])[O:20][C:16]=2[CH:15]=1)[C:10]([O:12][C@H:30]([CH3:31])[C@H:29]([O:28][C:26](=[O:27])[CH:25]([CH3:34])[CH3:24])[CH3:33])=[O:11])=[O:7])([CH3:4])([CH3:2])[CH3:3].